The task is: Predict the reaction yield, written as a fraction of the theoretical maximum amount of product (1.0 means a 100% yield; for example, 0.34 means a 34% yield).. This data is from Reaction yield outcomes from USPTO patents with 853,638 reactions. (1) The reactants are [OH:1][CH2:2][CH2:3][O:4][C@@H:5]1[CH2:10][CH2:9][C@H:8]([N:11]2[C:16](=[O:17])[C:15]([CH2:18][C:19]3[CH:24]=[CH:23][C:22]([C:25]4[C:26]([C:31]#[N:32])=[CH:27][CH:28]=[CH:29][CH:30]=4)=[CH:21][CH:20]=3)=[C:14]([CH2:33][CH2:34][CH3:35])[N:13]3[N:36]=[C:37]([CH3:39])[N:38]=[C:12]23)[CH2:7][CH2:6]1.[N:40]1C(C)=CC=CC=1C.FC(F)(F)S(O[Si](C(C)(C)C)(C)C)(=O)=O.Cl.N12CCCN=C1CCCCC2.[C:75]([O:78]CC)(=[O:77])C. The catalyst is O1CCCC1.O. The product is [OH:1][CH2:2][CH2:3][O:4][C@@H:5]1[CH2:10][CH2:9][C@H:8]([N:11]2[C:16](=[O:17])[C:15]([CH2:18][C:19]3[CH:24]=[CH:23][C:22]([C:25]4[CH:30]=[CH:29][CH:28]=[CH:27][C:26]=4[C:31]4[NH:40][C:75](=[O:77])[O:78][N:32]=4)=[CH:21][CH:20]=3)=[C:14]([CH2:33][CH2:34][CH3:35])[N:13]3[N:36]=[C:37]([CH3:39])[N:38]=[C:12]23)[CH2:7][CH2:6]1. The yield is 0.100. (2) The reactants are [CH3:1][O:2][C:3]([C:5]1([CH3:19])[C:10](=[O:11])[CH2:9][CH2:8][N:7]([C:12]([O:14][C:15]([CH3:18])([CH3:17])[CH3:16])=[O:13])[CH2:6]1)=[O:4].[Cl:20][C:21]1[CH:26]=[CH:25][C:24]([Mg]Br)=[CH:23][CH:22]=1. The catalyst is O1CCCC1. The product is [CH3:1][O:2][C:3]([C:5]1([CH3:19])[C:10]([C:24]2[CH:25]=[CH:26][C:21]([Cl:20])=[CH:22][CH:23]=2)([OH:11])[CH2:9][CH2:8][N:7]([C:12]([O:14][C:15]([CH3:18])([CH3:17])[CH3:16])=[O:13])[CH2:6]1)=[O:4]. The yield is 0.700.